This data is from Forward reaction prediction with 1.9M reactions from USPTO patents (1976-2016). The task is: Predict the product of the given reaction. (1) Given the reactants [CH2:1]([N:4]1[CH2:13][CH2:12][C:11]2[C:6](=[CH:7][CH:8]=[CH:9][CH:10]=2)[CH2:5]1)[C:2]#[CH:3].Br[C:15]1[CH:20]=[CH:19][CH:18]=[C:17]([N+:21]([O-:23])=[O:22])[CH:16]=1, predict the reaction product. The product is: [N+:21]([C:17]1[CH:16]=[C:15]([C:3]#[C:2][CH2:1][N:4]2[CH2:13][CH2:12][C:11]3[C:6](=[CH:7][CH:8]=[CH:9][CH:10]=3)[CH2:5]2)[CH:20]=[CH:19][CH:18]=1)([O-:23])=[O:22]. (2) Given the reactants [CH2:1]([C:3]12[CH2:19][CH2:18][C:17](=[O:20])[CH:16]=[C:4]1[CH2:5][CH2:6][CH2:7][C:8]1[CH:13]=[C:12]([O:14][CH3:15])[CH:11]=[CH:10][C:9]=12)[CH3:2].NC(C(O)=O)CCSC.CS(O)(=O)=O, predict the reaction product. The product is: [CH2:1]([C@:3]12[CH2:19][CH2:18][C:17](=[O:20])[CH:16]=[C:4]1[CH2:5][CH2:6][CH2:7][C:8]1[CH:13]=[C:12]([O:14][CH3:15])[CH:11]=[CH:10][C:9]=12)[CH3:2].[CH2:1]([C@@:3]12[CH2:19][CH2:18][C:17](=[O:20])[CH:16]=[C:4]1[CH2:5][CH2:6][CH2:7][C:8]1[CH:13]=[C:12]([O:14][CH3:15])[CH:11]=[CH:10][C:9]=12)[CH3:2]. (3) Given the reactants [CH3:1][C:2]1(C)OC(=O)[C:5](=[C:9]([OH:18])[C:10]2[CH:17]=[CH:16][C:13]([C:14]#[N:15])=[CH:12][CH:11]=2)[C:4](=[O:19])[O:3]1, predict the reaction product. The product is: [C:14]([C:13]1[CH:12]=[CH:11][C:10]([C:9](=[O:18])[CH2:5][C:4]([O:3][CH2:2][CH3:1])=[O:19])=[CH:17][CH:16]=1)#[N:15]. (4) Given the reactants C([N:3]([CH2:6][CH3:7])[CH2:4][CH3:5])C.Cl[C:9]1[N:18]=[C:17]2[C:12]([C:13](=[O:25])[C:14]([C:22]([OH:24])=[O:23])=[CH:15][N:16]2[CH:19]2[CH2:21][CH2:20]2)=[CH:11][C:10]=1[F:26], predict the reaction product. The product is: [OH:23][CH2:22][CH:14]=[C:13]1[CH2:5][CH2:4][N:3]([C:9]2[N:18]=[C:17]3[C:12]([C:13](=[O:25])[C:14]([C:22]([OH:24])=[O:23])=[CH:15][N:16]3[CH:19]3[CH2:21][CH2:20]3)=[CH:11][C:10]=2[F:26])[CH2:6][CH2:7]1. (5) Given the reactants [Br:1][C:2]1[C:3](=[O:21])[N:4]([C:10]2[CH:11]=[C:12]([CH:17]=[CH:18][C:19]=2[CH3:20])[C:13]([O:15][CH3:16])=[O:14])[C:5]([CH3:9])=[CH:6][C:7]=1[OH:8].CN(C)C=O.C([O-])([O-])=O.[K+].[K+].[F:33][C:34]1[CH:41]=[C:40]([F:42])[CH:39]=[CH:38][C:35]=1[CH2:36]Cl, predict the reaction product. The product is: [F:33][C:34]1[CH:41]=[C:40]([F:42])[CH:39]=[CH:38][C:35]=1[CH2:36][O:8][C:7]1[CH:6]=[C:5]([CH3:9])[N:4]([C:10]2[CH:11]=[C:12]([CH:17]=[CH:18][C:19]=2[CH3:20])[C:13]([O:15][CH3:16])=[O:14])[C:3](=[O:21])[C:2]=1[Br:1]. (6) The product is: [C:9]([C:13]1[CH:18]=[CH:17][N:16]=[C:15]([C:19](=[CH2:23])[C:20]([OH:22])=[O:21])[CH:14]=1)([CH3:12])([CH3:11])[CH3:10].[N:16]1[CH:17]=[CH:18][CH:13]=[CH:14][C:15]=1[C:19](=[CH2:23])[C:20]([NH2:1])=[O:21]. Given the reactants [N:1]1C=CC=CC=1C=O.[C:9]([C:13]1[CH:18]=[CH:17][N:16]=[C:15]([C:19](=[CH2:23])[C:20]([OH:22])=[O:21])[CH:14]=1)([CH3:12])([CH3:11])[CH3:10], predict the reaction product. (7) Given the reactants [C:1]1([CH:7]([C:21]2[CH:26]=[CH:25][CH:24]=[CH:23][CH:22]=2)[N:8]2[CH2:11][C:10]([CH2:13][C:14](OC(C)(C)C)=[O:15])([OH:12])[CH2:9]2)[CH:6]=[CH:5][CH:4]=[CH:3][CH:2]=1.[H-].[Al+3].[Li+].[H-].[H-].[H-].O.[OH-].[Na+], predict the reaction product. The product is: [C:21]1([CH:7]([C:1]2[CH:6]=[CH:5][CH:4]=[CH:3][CH:2]=2)[N:8]2[CH2:11][C:10]([CH2:13][CH2:14][OH:15])([OH:12])[CH2:9]2)[CH:22]=[CH:23][CH:24]=[CH:25][CH:26]=1. (8) Given the reactants [Cl:1][C:2]1[C:3]([N:8]2[CH:12]=[CH:11][C:10]([C:13]([F:16])([F:15])[F:14])=[N:9]2)=[N:4][CH:5]=[CH:6][CH:7]=1.C([N-]C(C)C)(C)C.[Li+].[C:25](=[O:27])=[O:26].[OH-].[Na+], predict the reaction product. The product is: [Cl:1][C:2]1[C:3]([N:8]2[C:12]([C:25]([OH:27])=[O:26])=[CH:11][C:10]([C:13]([F:16])([F:14])[F:15])=[N:9]2)=[N:4][CH:5]=[CH:6][CH:7]=1. (9) Given the reactants [CH2:1]([O:3][C:4]([C:6]1[N:7]([CH3:20])[CH:8]=[C:9]([C:18]#[N:19])[C:10]=1[C:11]1[CH:16]=[CH:15][C:14]([OH:17])=[CH:13][CH:12]=1)=[O:5])[CH3:2].F[C:22]1[CH:27]=[CH:26][CH:25]=[CH:24][C:23]=1[N+:28]([O-:30])=[O:29].C1OCCOCCOCCOCCOCCOC1.O, predict the reaction product. The product is: [CH2:1]([O:3][C:4]([C:6]1[N:7]([CH3:20])[CH:8]=[C:9]([C:18]#[N:19])[C:10]=1[C:11]1[CH:16]=[CH:15][C:14]([O:17][C:22]2[CH:27]=[CH:26][CH:25]=[CH:24][C:23]=2[N+:28]([O-:30])=[O:29])=[CH:13][CH:12]=1)=[O:5])[CH3:2]. (10) The product is: [C:11]([O:14][CH2:5][CH:4]=[C:3]([CH3:7])[CH2:2][Br:1])(=[O:13])[CH3:12]. Given the reactants [Br:1][CH2:2][C:3]([CH3:7])=[CH:4][CH2:5]Br.O.O.O.[C:11]([O-:14])(=[O:13])[CH3:12].[Li+], predict the reaction product.